Dataset: Forward reaction prediction with 1.9M reactions from USPTO patents (1976-2016). Task: Predict the product of the given reaction. (1) Given the reactants [N:1]1([C:7]2[CH:8]=[CH:9][C:10]3[N:11]([C:13]([C:16]([F:19])([F:18])[F:17])=[N:14][N:15]=3)[N:12]=2)[CH2:6][CH2:5][NH:4][CH2:3][CH2:2]1.[S:20]1[CH:24]=[CH:23][N:22]=[C:21]1[CH:25]=O, predict the reaction product. The product is: [S:20]1[CH:24]=[CH:23][N:22]=[C:21]1[CH2:25][N:4]1[CH2:3][CH2:2][N:1]([C:7]2[CH:8]=[CH:9][C:10]3[N:11]([C:13]([C:16]([F:17])([F:18])[F:19])=[N:14][N:15]=3)[N:12]=2)[CH2:6][CH2:5]1. (2) Given the reactants Cl[C:2]1[CH:7]=[CH:6][N:5]=[C:4]([NH:8][C:9]2[CH:14]=[C:13]([O:15][CH3:16])[C:12]([O:17][CH3:18])=[C:11]([O:19][CH3:20])[CH:10]=2)[N:3]=1.[NH2:21][C:22]1[CH:30]=[CH:29][C:28]2[CH2:27][CH2:26][CH2:25][C:24]=2[C:23]=1[S:31]([NH2:34])(=[O:33])=[O:32].Cl, predict the reaction product. The product is: [CH3:20][O:19][C:11]1[CH:10]=[C:9]([NH:8][C:4]2[N:3]=[C:2]([NH:21][C:22]3[CH:30]=[CH:29][C:28]4[CH2:27][CH2:26][CH2:25][C:24]=4[C:23]=3[S:31]([NH2:34])(=[O:32])=[O:33])[CH:7]=[CH:6][N:5]=2)[CH:14]=[C:13]([O:15][CH3:16])[C:12]=1[O:17][CH3:18].